From a dataset of Full USPTO retrosynthesis dataset with 1.9M reactions from patents (1976-2016). Predict the reactants needed to synthesize the given product. (1) Given the product [Cl:22][C:5]1[CH:4]=[C:3]([F:23])[C:2]([NH:1][C:25]([O:27][CH2:28][CH3:29])=[O:26])=[CH:21][C:6]=1[O:7][C:8]1[CH:20]=[CH:19][CH:18]=[CH:17][C:9]=1[O:10][CH2:11][C:12]([O:14][CH2:15][CH3:16])=[O:13], predict the reactants needed to synthesize it. The reactants are: [NH2:1][C:2]1[C:3]([F:23])=[CH:4][C:5]([Cl:22])=[C:6]([CH:21]=1)[O:7][C:8]1[CH:20]=[CH:19][CH:18]=[CH:17][C:9]=1[O:10][CH2:11][C:12]([O:14][CH2:15][CH3:16])=[O:13].Cl[C:25]([O:27][CH2:28][CH3:29])=[O:26].O1CCCC1.Cl. (2) Given the product [NH:8]1[C@@H:16]2[C@@H:11]([CH2:12][CH2:13][CH2:14][CH2:15]2)[CH2:10][C@H:9]1[C:17]1[NH:21][C:20](=[O:22])[O:19][N:18]=1, predict the reactants needed to synthesize it. The reactants are: C(OC([N:8]1[C@@H:16]2[C@@H:11]([CH2:12][CH2:13][CH2:14][CH2:15]2)[CH2:10][C@H:9]1[C:17]1[NH:21][C:20](=[O:22])[O:19][N:18]=1)=O)(C)(C)C.